Dataset: Catalyst prediction with 721,799 reactions and 888 catalyst types from USPTO. Task: Predict which catalyst facilitates the given reaction. (1) Reactant: Br[C:2]1[CH:3]=[C:4]([C:14]([NH:16][CH2:17][C:18]2[C:19](=[O:28])[NH:20][C:21]([CH3:27])=[CH:22][C:23]=2[NH:24][CH2:25][CH3:26])=[O:15])[C:5]2[CH:6]=[CH:7][N:8]([CH:11]([CH3:13])[CH3:12])[C:9]=2[CH:10]=1.[CH3:29][N:30]1[CH2:35][CH2:34][N:33]([C:36]2[CH:41]=[CH:40][C:39](B3OC(C)(C)C(C)(C)O3)=[CH:38][N:37]=2)[CH2:32][CH2:31]1.C(=O)(O)[O-].[Na+].COCCOC. Product: [CH2:25]([NH:24][C:23]1[CH:22]=[C:21]([CH3:27])[NH:20][C:19](=[O:28])[C:18]=1[CH2:17][NH:16][C:14]([C:4]1[C:5]2[CH:6]=[CH:7][N:8]([CH:11]([CH3:13])[CH3:12])[C:9]=2[CH:10]=[C:2]([C:39]2[CH:38]=[N:37][C:36]([N:33]3[CH2:32][CH2:31][N:30]([CH3:29])[CH2:35][CH2:34]3)=[CH:41][CH:40]=2)[CH:3]=1)=[O:15])[CH3:26]. The catalyst class is: 6. (2) Reactant: Cl.Cl[CH2:3][C:4]1[CH:9]=[CH:8][CH:7]=[CH:6][N:5]=1.[OH:10][N:11]1[C:15](=[O:16])[C:14]2=[CH:17][CH:18]=[CH:19][CH:20]=[C:13]2[C:12]1=[O:21].C(N(CC)CC)C. Product: [N:5]1[CH:6]=[CH:7][CH:8]=[CH:9][C:4]=1[CH2:3][O:10][N:11]1[C:12](=[O:21])[C:13]2=[CH:20][CH:19]=[CH:18][CH:17]=[C:14]2[C:15]1=[O:16]. The catalyst class is: 115. (3) Product: [CH3:1][N:2]1[CH:10]=[C:9]2[C:4]([C:5]([CH3:15])=[CH:6][C:7]([C:11]([OH:13])=[O:12])=[CH:8]2)=[N:3]1. Reactant: [CH3:1][N:2]1[CH:10]=[C:9]2[C:4]([C:5]([CH3:15])=[CH:6][C:7]([C:11]([O:13]C)=[O:12])=[CH:8]2)=[N:3]1.[Li+].[OH-]. The catalyst class is: 24. (4) Reactant: [Cl:1][C:2]1[CH:10]=[C:9]([C:11]#[C:12][CH2:13][CH2:14][O:15][CH3:16])[C:5]2[O:6][CH2:7][O:8][C:4]=2[C:3]=1[NH:17][C:18]1[C:27]2[C:22](=[CH:23][C:24]([O:30][CH2:31][CH2:32][CH2:33]Cl)=[C:25]([O:28][CH3:29])[CH:26]=2)[N:21]=[CH:20][N:19]=1.[NH:35]1[CH2:40][CH2:39][CH:38]([CH2:41][OH:42])[CH2:37][CH2:36]1. Product: [Cl:1][C:2]1[CH:10]=[C:9]([C:11]#[C:12][CH2:13][CH2:14][O:15][CH3:16])[C:5]2[O:6][CH2:7][O:8][C:4]=2[C:3]=1[NH:17][C:18]1[C:27]2[C:22](=[CH:23][C:24]([O:30][CH2:31][CH2:32][CH2:33][N:35]3[CH2:40][CH2:39][CH:38]([CH2:41][OH:42])[CH2:37][CH2:36]3)=[C:25]([O:28][CH3:29])[CH:26]=2)[N:21]=[CH:20][N:19]=1. The catalyst class is: 141. (5) Reactant: [CH3:1][C:2]1[C:3](=[O:27])[C:4]2[C:9]([C:10](=[O:26])[C:11]=1C(C(=O)[C@H](C)NC(OC(C)(C)C)=O)N)=[CH:8][CH:7]=[CH:6][CH:5]=2.[NH:28]([C:36]([O:38][C:39]([CH3:42])([CH3:41])[CH3:40])=[O:37])[C@@H:29]([C:33]([OH:35])=O)[CH:30]([CH3:32])[CH3:31].CN(C(O[N:51]1N=N[C:53]2C=CC=C[C:52]1=2)=[N+](C)C)C.F[P-](F)(F)(F)(F)F.C1C=CC2N(O)N=NC=2C=1.CCN(C(C)C)C(C)C. Product: [CH3:1][C:2]1[C:3](=[O:27])[C:4]2[C:9]([C:10](=[O:26])[C:11]=1[CH2:53][CH:52]([C:33](=[O:35])[C@@H:29]([CH:30]([CH3:31])[CH3:32])[NH:28][C:36]([O:38][C:39]([CH3:42])([CH3:41])[CH3:40])=[O:37])[NH2:51])=[CH:8][CH:7]=[CH:6][CH:5]=2. The catalyst class is: 2. (6) The catalyst class is: 13. Reactant: [O:1]=[S:2]1(=[O:37])[C:8]2[CH:9]=[CH:10][CH:11]=[CH:12][C:7]=2[CH2:6][N:5]([C:13]2[CH:22]=[C:21]([O:23][CH:24]3[CH2:28][CH2:27][N:26](C(OC(C)(C)C)=O)[CH2:25]3)[C:20]3[C:15](=[CH:16][CH:17]=[C:18]([CH3:36])[CH:19]=3)[N:14]=2)[CH2:4][CH2:3]1.Cl. Product: [CH3:36][C:18]1[CH:19]=[C:20]2[C:15](=[CH:16][CH:17]=1)[N:14]=[C:13]([N:5]1[CH2:6][C:7]3[CH:12]=[CH:11][CH:10]=[CH:9][C:8]=3[S:2](=[O:1])(=[O:37])[CH2:3][CH2:4]1)[CH:22]=[C:21]2[O:23][CH:24]1[CH2:28][CH2:27][NH:26][CH2:25]1. (7) Reactant: C([O:3][C:4]([C:6]1[C:7]([CH3:27])=[N:8][C:9]([CH2:13][CH2:14][CH2:15][CH2:16][C:17]2[CH:22]=[CH:21][CH:20]=[C:19]([O:23][CH2:24][CH:25]=[CH2:26])[CH:18]=2)=[N:10][C:11]=1[CH3:12])=[O:5])C.O[Li].O. Product: [CH2:24]([O:23][C:19]1[CH:18]=[C:17]([CH2:16][CH2:15][CH2:14][CH2:13][C:9]2[N:10]=[C:11]([CH3:12])[C:6]([C:4]([OH:5])=[O:3])=[C:7]([CH3:27])[N:8]=2)[CH:22]=[CH:21][CH:20]=1)[CH:25]=[CH2:26]. The catalyst class is: 38.